This data is from Forward reaction prediction with 1.9M reactions from USPTO patents (1976-2016). The task is: Predict the product of the given reaction. (1) Given the reactants [NH2:1][C:2]1[N:7]=[CH:6][N:5]=[C:4]2[N:8]([CH2:25][C@@H:26]3[CH2:30][C:29]([F:32])([F:31])[CH2:28][N:27]3C(OC(C)(C)C)=O)[N:9]=[C:10]([C:11]3[CH:16]=[CH:15][C:14]([O:17][C:18]4[CH:23]=[CH:22][CH:21]=[CH:20][CH:19]=4)=[CH:13][C:12]=3[F:24])[C:3]=12.[F:40][C:41]([F:46])([F:45])[C:42]([OH:44])=[O:43].[F:40][C:41]([F:46])([F:45])[C:42]([OH:44])=[O:43].FC1C(F)=CC=CC=1OC1C=CC(C2C3C(=NC=NC=3N)N(C[C@H]3CCCN3)N=2)=CC=1, predict the reaction product. The product is: [F:40][C:41]([F:46])([F:45])[C:42]([OH:44])=[O:43].[F:32][C:29]1([F:31])[CH2:28][NH:27][C@H:26]([CH2:25][N:8]2[C:4]3=[N:5][CH:6]=[N:7][C:2]([NH2:1])=[C:3]3[C:10]([C:11]3[CH:16]=[CH:15][C:14]([O:17][C:18]4[CH:23]=[CH:22][CH:21]=[CH:20][CH:19]=4)=[CH:13][C:12]=3[F:24])=[N:9]2)[CH2:30]1. (2) Given the reactants CON(C)[C:4]([C:6]1[CH:7]=[C:8]2[C:13](=[CH:14][CH:15]=1)[CH2:12][N:11]([S:16]([CH3:19])(=[O:18])=[O:17])[CH2:10][CH2:9]2)=[O:5].Br[CH2:22][CH2:23][CH2:24][CH:25]1[CH2:30][CH2:29][N:28]([C:31]([O:33][C:34]([CH3:37])([CH3:36])[CH3:35])=[O:32])[CH2:27][CH2:26]1, predict the reaction product. The product is: [CH3:19][S:16]([N:11]1[CH2:10][CH2:9][C:8]2[C:13](=[CH:14][CH:15]=[C:6]([C:4](=[O:5])[CH2:22][CH2:23][CH2:24][CH:25]3[CH2:30][CH2:29][N:28]([C:31]([O:33][C:34]([CH3:35])([CH3:37])[CH3:36])=[O:32])[CH2:27][CH2:26]3)[CH:7]=2)[CH2:12]1)(=[O:17])=[O:18]. (3) The product is: [F:1][C:2]1[CH:30]=[CH:29][C:5]2[N:6]=[C:7]([NH:9][C@H:10]3[CH2:14][CH2:13][CH2:12][C@@H:11]3[NH:15][C:37](=[O:39])[C:36]3[CH:40]=[C:32]([CH3:31])[CH:33]=[CH:34][C:35]=3[N:41]3[CH:45]=[CH:44][N:43]=[N:42]3)[S:8][C:4]=2[CH:3]=1. Given the reactants [F:1][C:2]1[CH:30]=[CH:29][C:5]2[N:6]=[C:7]([NH:9][C@H:10]3[CH2:14][CH2:13][CH2:12][C@@H:11]3[NH:15]C(=O)C3C=CC=CC=3N3C=CC=N3)[S:8][C:4]=2[CH:3]=1.[CH3:31][C:32]1[CH:33]=[CH:34][C:35]([N:41]2[CH:45]=[CH:44][N:43]=[N:42]2)=[C:36]([CH:40]=1)[C:37]([OH:39])=O.Cl.FC1C=CC2N=C(N[C@H]3CCC[C@@H]3N)SC=2C=1, predict the reaction product. (4) Given the reactants [Cl:1][C:2]1[CH:7]=[CH:6][C:5](C=CC=O)=[CH:4][CH:3]=1.[C:12]([NH:15][CH:16]([C:22](OCC)=O)C(OCC)=O)(=O)[CH3:13].[O-]CC.[Na+].ON1CCCC1.C([SiH](CC)CC)C.FC(F)(F)C(O)=O, predict the reaction product. The product is: [Cl:1][C:2]1[CH:3]=[CH:4][C:5]([N:15]2[CH2:16][CH2:22][CH2:13][CH2:12]2)=[CH:6][CH:7]=1. (5) Given the reactants [H-].[H-].[H-].[H-].[Li+].[Al+3].[N+:7]([CH:10]=[CH:11][C:12]1[C:20]2[C:15](=[CH:16][CH:17]=[CH:18][C:19]=2[O:21][CH3:22])[NH:14][CH:13]=1)([O-])=O, predict the reaction product. The product is: [CH3:22][O:21][C:19]1[CH:18]=[CH:17][CH:16]=[C:15]2[C:20]=1[C:12]([CH2:11][CH2:10][NH2:7])=[CH:13][NH:14]2. (6) Given the reactants [CH:1]([C:3]1[CH:4]=[C:5]([CH2:12][CH2:13][C:14]([OH:16])=[O:15])[CH:6]=[C:7]([CH:10]=O)[C:8]=1[OH:9])=O.[NH2:17][C:18]1[CH:23]=[CH:22][CH:21]=[CH:20][C:19]=1[OH:24], predict the reaction product. The product is: [OH:9][C:8]1[C:3]([CH:1]=[N:17][C:18]2[CH:23]=[CH:22][CH:21]=[CH:20][C:19]=2[OH:24])=[CH:4][C:5]([CH2:12][CH2:13][C:14]([OH:16])=[O:15])=[CH:6][C:7]=1[CH:10]=[N:17][C:18]1[CH:23]=[CH:22][CH:21]=[CH:20][C:19]=1[OH:24].